Dataset: Catalyst prediction with 721,799 reactions and 888 catalyst types from USPTO. Task: Predict which catalyst facilitates the given reaction. (1) Reactant: [Br:1][C:2]1[C:3]([N:9]2[CH2:14][CH2:13][O:12][CH2:11][CH:10]2[C:15]([OH:17])=O)=[N:4][C:5]([Cl:8])=[N:6][CH:7]=1.ON1C2C=CC=CC=2N=N1.[C:28]1([C@@H:34]([NH2:36])[CH3:35])[CH:33]=[CH:32][CH:31]=[CH:30][CH:29]=1.Cl.C(N=C=NCCCN(C)C)C. Product: [Br:1][C:2]1[C:3]([N:9]2[CH2:14][CH2:13][O:12][CH2:11][CH:10]2[C:15]([NH:36][C@H:34]([C:28]2[CH:33]=[CH:32][CH:31]=[CH:30][CH:29]=2)[CH3:35])=[O:17])=[N:4][C:5]([Cl:8])=[N:6][CH:7]=1. The catalyst class is: 12. (2) Reactant: [C:1]([N:5]1[C:9]([C:10]2[CH:15]=[CH:14][C:13]([F:16])=[CH:12][CH:11]=2)=[C:8]([C:17]2[S:18][CH:19]=[C:20]([C:22]([O:24]CC)=[O:23])[N:21]=2)[CH:7]=[N:6]1)([CH3:4])([CH3:3])[CH3:2].[OH-].[Na+]. Product: [C:1]([N:5]1[C:9]([C:10]2[CH:11]=[CH:12][C:13]([F:16])=[CH:14][CH:15]=2)=[C:8]([C:17]2[S:18][CH:19]=[C:20]([C:22]([OH:24])=[O:23])[N:21]=2)[CH:7]=[N:6]1)([CH3:4])([CH3:2])[CH3:3]. The catalyst class is: 353. (3) Reactant: [Cl:1][C:2]1[CH:7]=[CH:6][CH:5]=[C:4]([F:8])[C:3]=1[C:9]1[NH:13][C:12](=[O:14])[N:11]([C:15]2[CH:16]=[CH:17][C:18]([O:24][CH3:25])=[C:19]([CH:23]=2)[C:20]([OH:22])=O)[N:10]=1.C(N(C(C)C)CC)(C)C.CN(C(ON1N=NC2C=CC=CC1=2)=[N+](C)C)C.[B-](F)(F)(F)F.[F:57][C:58]([F:70])([F:69])[C:59]1[CH:64]=[CH:63][C:62]([C:65]2([NH2:68])[CH2:67][CH2:66]2)=[CH:61][CH:60]=1. Product: [Cl:1][C:2]1[CH:7]=[CH:6][CH:5]=[C:4]([F:8])[C:3]=1[C:9]1[NH:13][C:12](=[O:14])[N:11]([C:15]2[CH:16]=[CH:17][C:18]([O:24][CH3:25])=[C:19]([CH:23]=2)[C:20]([NH:68][C:65]2([C:62]3[CH:63]=[CH:64][C:59]([C:58]([F:57])([F:69])[F:70])=[CH:60][CH:61]=3)[CH2:67][CH2:66]2)=[O:22])[N:10]=1. The catalyst class is: 1. (4) Reactant: [F:1][C:2]([F:9])([F:8])[C:3]([O:5]CC)=O.[C:10]([O:14][C:15]([N:17]1[C@H:22]([CH2:23][NH2:24])[C@@H:21]2[CH2:25][C@H:18]1[CH2:19][CH2:20]2)=[O:16])([CH3:13])([CH3:12])[CH3:11].CCN(C(C)C)C(C)C. Product: [C:10]([O:14][C:15]([N:17]1[C@H:22]([CH2:23][NH:24][C:3](=[O:5])[C:2]([F:1])([F:8])[F:9])[C@@H:21]2[CH2:25][C@H:18]1[CH2:19][CH2:20]2)=[O:16])([CH3:13])([CH3:11])[CH3:12]. The catalyst class is: 1. (5) The catalyst class is: 6. Product: [CH3:3][CH:2]([C:4]1[N:8]([CH2:9][CH2:10][C@@H:11]([OH:19])[CH2:12][C@@H:13]([OH:18])[CH2:14][C:15]([OH:17])=[O:16])[C:7]([C:20]2[CH:25]=[CH:24][C:23]([F:26])=[CH:22][CH:21]=2)=[C:6]([C:27]2[CH:32]=[CH:31][CH:30]=[CH:29][CH:28]=2)[C:5]=1[C:33]([NH:35][C:36]1[CH:41]=[CH:40][CH:39]=[CH:38][CH:37]=1)=[O:34])[CH3:1]. Reactant: [CH3:1][CH:2]([C:4]1[N:8]([CH2:9][CH2:10][C@@H:11]([OH:19])[CH2:12][C@@H:13]([OH:18])[CH2:14][C:15]([O-:17])=[O:16])[C:7]([C:20]2[CH:21]=[CH:22][C:23]([F:26])=[CH:24][CH:25]=2)=[C:6]([C:27]2[CH:28]=[CH:29][CH:30]=[CH:31][CH:32]=2)[C:5]=1[C:33]([NH:35][C:36]1[CH:37]=[CH:38][CH:39]=[CH:40][CH:41]=1)=[O:34])[CH3:3].[CH3:3][CH:2]([C:4]1[N:8]([CH2:9][CH2:10][C@@H:11]([OH:19])[CH2:12][C@@H:13]([OH:18])[CH2:14][C:15]([O-:17])=[O:16])[C:7]([C:20]2[CH:25]=[CH:24][C:23]([F:26])=[CH:22][CH:21]=2)=[C:6]([C:27]2[CH:32]=[CH:31][CH:30]=[CH:29][CH:28]=2)[C:5]=1[C:33]([NH:35][C:36]1[CH:41]=[CH:40][CH:39]=[CH:38][CH:37]=1)=[O:34])[CH3:1].[Ca+2].C(O)[C@H]([C@H]([C@@H]([C@@H](CO)O)O)O)O.C(O)(=O)CC(CC(O)=O)(C(O)=O)O. (6) Reactant: C1([S:4]([NH:7][C:8](=[O:14])[O:9][C:10]([CH3:13])([CH3:12])[CH3:11])(=[O:6])=[O:5])CC1.[Li]C[CH2:17][CH2:18][CH3:19].[CH3:20]I. Product: [S:4](=[N:7][C:8](=[O:14])[O:9][C:10]1([CH3:11])[CH2:12][CH:13]1[C:18]([CH3:17])([CH3:19])[CH3:20])(=[O:5])=[O:6]. The catalyst class is: 1. (7) Reactant: [CH3:1][C:2](=[O:7])[CH2:3][C:4](=[O:6])[CH3:5].C(N(CC)CC)C.Cl[C:16](=[N:23]O)[C:17]1[CH:22]=[CH:21][CH:20]=[CH:19][CH:18]=1.[Na+].[Cl-]. Product: [CH3:5][C:4]1[O:6][N:23]=[C:16]([C:17]2[CH:22]=[CH:21][CH:20]=[CH:19][CH:18]=2)[C:3]=1[C:2](=[O:7])[CH3:1]. The catalyst class is: 162. (8) Reactant: [C:1]([O:5][C:6]([N:8]1[CH2:13][CH:12]2[C:10]([CH2:14][N:15]3C(=O)C4C(=CC=CC=4)C3=O)([CH2:11]2)[CH:9]1[C:26]1[CH:31]=[CH:30][CH:29]=[CH:28][CH:27]=1)=[O:7])([CH3:4])([CH3:3])[CH3:2].NN. Product: [C:1]([O:5][C:6]([N:8]1[CH2:13][CH:12]2[C:10]([CH2:14][NH2:15])([CH2:11]2)[CH:9]1[C:26]1[CH:27]=[CH:28][CH:29]=[CH:30][CH:31]=1)=[O:7])([CH3:4])([CH3:2])[CH3:3]. The catalyst class is: 8. (9) Reactant: [CH2:1]([O:8][C:9]1[CH:14]=[CH:13][C:12]([C:15]2[O:19][N:18]=[C:17]([C:20]([OH:22])=O)[CH:16]=2)=[CH:11][CH:10]=1)[C:2]1[CH:7]=[CH:6][CH:5]=[CH:4][CH:3]=1.Cl.[CH3:24][O:25][C:26](=[O:36])[C@H:27]([CH2:29][C:30]1[CH:35]=[CH:34][CH:33]=[CH:32][CH:31]=1)[NH2:28].ON1C2C=CC=CC=2N=N1.C(N(CC)CC)C.Cl.CN(C)CCCN=C=NCC. Product: [CH3:24][O:25][C:26](=[O:36])[CH:27]([NH:28][C:20]([C:17]1[CH:16]=[C:15]([C:12]2[CH:11]=[CH:10][C:9]([O:8][CH2:1][C:2]3[CH:3]=[CH:4][CH:5]=[CH:6][CH:7]=3)=[CH:14][CH:13]=2)[O:19][N:18]=1)=[O:22])[CH2:29][C:30]1[CH:35]=[CH:34][CH:33]=[CH:32][CH:31]=1. The catalyst class is: 136.